The task is: Predict the reaction yield, written as a fraction of the theoretical maximum amount of product (1.0 means a 100% yield; for example, 0.34 means a 34% yield).. This data is from Reaction yield outcomes from USPTO patents with 853,638 reactions. (1) The catalyst is CN(C=O)C.CN(C1C=CN=CC=1)C. The reactants are [CH3:1][O:2][C:3]([CH:5]1[C:14](=[O:15])[NH:13][C:12]2[N:11]=[CH:10][C:9](/[CH:16]=[CH:17]/[C:18]([OH:20])=O)=[CH:8][C:7]=2[CH2:6]1)=[O:4].Cl.[F:22][C:23]1[CH:36]=[CH:35][C:26]([O:27][CH2:28][CH:29]2[CH2:34][CH2:33][NH:32][CH2:31][CH2:30]2)=[CH:25][CH:24]=1.CCN(C(C)C)C(C)C.CCN=C=NCCCN(C)C. The product is [F:22][C:23]1[CH:24]=[CH:25][C:26]([O:27][CH2:28][CH:29]2[CH2:30][CH2:31][N:32]([C:18](=[O:20])/[CH:17]=[CH:16]/[C:9]3[CH:8]=[C:7]4[C:12](=[N:11][CH:10]=3)[NH:13][C:14](=[O:15])[CH:5]([C:3]([O:2][CH3:1])=[O:4])[CH2:6]4)[CH2:33][CH2:34]2)=[CH:35][CH:36]=1. The yield is 0.0800. (2) The reactants are C([Si]([O:8]/[C:9](/[C:12]1[CH:17]=[CH:16][CH:15]=[CH:14][CH:13]=1)=[CH:10]\[CH3:11])(C)C)(C)(C)C.CC[C@@H]1[C@@H]2C[C@H]([C@@H](OC3C4C(=CC=CC=4)C(O[C@@H](C4C=CN=C5C=4C=C(OC)C=C5)[C@@H]4N5C[C@H](CC)[C@@H](CC5)C4)=NN=3)C3C=CN=C4C=3C=C([O:39]C)C=C4)N(CC2)C1.CS(N)(=O)=O. The catalyst is C(O)(C)(C)C.O. The product is [C:12]1([C:9](=[O:8])[C@H:10]([OH:39])[CH3:11])[CH:17]=[CH:16][CH:15]=[CH:14][CH:13]=1. The yield is 0.800. (3) The reactants are [Br:1][C:2]1[CH:3]=[C:4]2[C:9](=[CH:10][CH:11]=1)[O:8][C:7]([CH3:13])([CH3:12])[CH2:6][C:5]2([CH3:15])[CH3:14].[CH2:16]([O:18]CC)C. The catalyst is ClCCl.[Ti](Cl)(Cl)(Cl)Cl. The product is [Br:1][C:2]1[CH:3]=[C:4]2[C:9](=[C:10]([CH:16]=[O:18])[CH:11]=1)[O:8][C:7]([CH3:13])([CH3:12])[CH2:6][C:5]2([CH3:15])[CH3:14]. The yield is 0.940. (4) The reactants are [CH2:1]1N2CN3CN(C2)CN1C3.[C:11](O)(C(F)(F)F)=[O:12].[Br:18][C:19]1[CH:24]=[CH:23][C:22]([OH:25])=[CH:21][CH:20]=1.OS(O)(=O)=O.[OH2:31]. No catalyst specified. The product is [CH:1]([C:23]1[CH:24]=[C:19]([Br:18])[CH:20]=[C:21]([CH:11]=[O:12])[C:22]=1[OH:25])=[O:31]. The yield is 0.600. (5) The reactants are [F:1][C:2]1[C:10]([NH:11][S:12](=[O:18])(=[O:17])[NH:13][CH2:14][CH2:15][CH3:16])=[CH:9][CH:8]=[C:7]([F:19])[C:3]=1[C:4]([OH:6])=O.[NH:20]1[C:24]2=[N:25][CH:26]=[C:27]([NH2:29])[CH:28]=[C:23]2[CH:22]=[CH:21]1.C1C=CC2N(O)N=NC=2C=1.CCN=C=NCCCN(C)C. The catalyst is CN(C=O)C.CCOC(C)=O. The product is [F:1][C:2]1[C:10]([NH:11][S:12](=[O:18])(=[O:17])[NH:13][CH2:14][CH2:15][CH3:16])=[CH:9][CH:8]=[C:7]([F:19])[C:3]=1[C:4]([NH:29][C:27]1[CH:28]=[C:23]2[CH:22]=[CH:21][NH:20][C:24]2=[N:25][CH:26]=1)=[O:6]. The yield is 0.450. (6) The reactants are C[O:2][C:3]([C:5]1[CH:6]=[C:7]([CH:11]2[CH2:16][CH2:15][N:14]([C:17]([O:19][C:20]([CH3:23])([CH3:22])[CH3:21])=[O:18])[CH2:13][CH:12]2[O:24][CH2:25][C:26]2[CH:35]=[CH:34][C:33]3[C:28](=[CH:29][CH:30]=[CH:31][CH:32]=3)[CH:27]=2)[CH:8]=[CH:9][CH:10]=1)=[O:4].[OH-].[Na+].Cl. The catalyst is CO. The product is [C:20]([O:19][C:17]([N:14]1[CH2:15][CH2:16][CH:11]([C:7]2[CH:6]=[C:5]([CH:10]=[CH:9][CH:8]=2)[C:3]([OH:4])=[O:2])[CH:12]([O:24][CH2:25][C:26]2[CH:35]=[CH:34][C:33]3[C:28](=[CH:29][CH:30]=[CH:31][CH:32]=3)[CH:27]=2)[CH2:13]1)=[O:18])([CH3:23])([CH3:21])[CH3:22]. The yield is 0.750. (7) The reactants are Br[CH2:2][C:3]1[CH:12]=[CH:11][C:10]2[C:5](=[CH:6][CH:7]=[C:8]([O:13][C:14]3[C:19]([Br:20])=[CH:18][C:17]([N+:21]([O-:23])=[O:22])=[CH:16][C:15]=3[Br:24])[CH:9]=2)[N:4]=1.[NH3:25]. No catalyst specified. The product is [Br:20][C:19]1[CH:18]=[C:17]([N+:21]([O-:23])=[O:22])[CH:16]=[C:15]([Br:24])[C:14]=1[O:13][C:8]1[CH:9]=[C:10]2[C:5](=[CH:6][CH:7]=1)[N:4]=[C:3]([CH2:2][NH2:25])[CH:12]=[CH:11]2. The yield is 0.310. (8) The reactants are C([O:3][C:4]([C:6]1[N:11]=[C:10]([CH:12]2[CH2:17][CH2:16][N:15]([C:18]([O:20][C:21]([CH3:24])([CH3:23])[CH3:22])=[O:19])[CH2:14][CH2:13]2)[CH:9]=[CH:8][CH:7]=1)=[O:5])C.[OH-].[Na+]. The catalyst is CO. The product is [C:21]([O:20][C:18]([N:15]1[CH2:16][CH2:17][CH:12]([C:10]2[CH:9]=[CH:8][CH:7]=[C:6]([C:4]([OH:5])=[O:3])[N:11]=2)[CH2:13][CH2:14]1)=[O:19])([CH3:24])([CH3:22])[CH3:23]. The yield is 0.490.